Dataset: Reaction yield outcomes from USPTO patents with 853,638 reactions. Task: Predict the reaction yield, written as a fraction of the theoretical maximum amount of product (1.0 means a 100% yield; for example, 0.34 means a 34% yield). (1) The reactants are [Cl:1][C:2]1[CH:7]=[CH:6][C:5]([C:8]2([C:12]3[C:21]4[C:16](=[CH:17][CH:18]=[C:19]([NH2:22])[CH:20]=4)[CH2:15][CH2:14][N:13]=3)[CH2:11][CH2:10][CH2:9]2)=[CH:4][CH:3]=1. The catalyst is Br.C(O)(=O)C.[OH-].[Na+]. The product is [Cl:1][C:2]1[CH:3]=[CH:4][C:5]([C:8]2([C:12]3[C:21]4[C:16](=[CH:17][CH:18]=[C:19]([N:22]5[CH2:15][CH2:14][NH:13][CH2:12][CH2:8]5)[CH:20]=4)[CH2:15][CH2:14][N:13]=3)[CH2:11][CH2:10][CH2:9]2)=[CH:6][CH:7]=1. The yield is 0.350. (2) The reactants are [CH3:1][C:2]1[N:7]=[C:6]([C:8]2[CH:13]=[CH:12][N:11]=[C:10]([C:14]3[CH:15]=[C:16]([S:20](Cl)(=[O:22])=[O:21])[CH:17]=[CH:18][CH:19]=3)[CH:9]=2)[CH:5]=[C:4]([C:24]2[CH:29]=[CH:28][C:27]([C:30]([F:33])([F:32])[F:31])=[CH:26][CH:25]=2)[CH:3]=1.[CH3:34][N:35]1[CH2:40][CH2:39][NH:38][CH2:37][CH2:36]1. The catalyst is C1COCC1.CCOC(C)=O. The product is [CH3:1][C:2]1[N:7]=[C:6]([C:8]2[CH:13]=[CH:12][N:11]=[C:10]([C:14]3[CH:19]=[CH:18][CH:17]=[C:16]([S:20]([N:38]4[CH2:39][CH2:40][N:35]([CH3:34])[CH2:36][CH2:37]4)(=[O:22])=[O:21])[CH:15]=3)[CH:9]=2)[CH:5]=[C:4]([C:24]2[CH:29]=[CH:28][C:27]([C:30]([F:33])([F:32])[F:31])=[CH:26][CH:25]=2)[CH:3]=1. The yield is 0.370.